Dataset: Full USPTO retrosynthesis dataset with 1.9M reactions from patents (1976-2016). Task: Predict the reactants needed to synthesize the given product. (1) The reactants are: [CH2:1]([O:8][C:9]1[C:10]([Cl:28])=[C:11]([CH:16](OC)[C:17]2[C:25]3[C:20](=[N:21][CH:22]=[CH:23][CH:24]=3)[NH:19][CH:18]=2)[C:12]([F:15])=[CH:13][CH:14]=1)[C:2]1[CH:7]=[CH:6][CH:5]=[CH:4][CH:3]=1.FC(F)(F)C(O)=O.C([SiH](CC)CC)C. Given the product [CH2:1]([O:8][C:9]1[C:10]([Cl:28])=[C:11]([C:12]([F:15])=[CH:13][CH:14]=1)[CH2:16][C:17]1[C:25]2[C:20](=[N:21][CH:22]=[CH:23][CH:24]=2)[NH:19][CH:18]=1)[C:2]1[CH:3]=[CH:4][CH:5]=[CH:6][CH:7]=1, predict the reactants needed to synthesize it. (2) Given the product [CH2:1]([N:4]1[CH2:9][CH2:8][NH:7][CH2:6][CH2:5]1)[C:2]#[CH:3], predict the reactants needed to synthesize it. The reactants are: [CH2:1]([N:4]1[CH2:9][CH2:8][N:7](C(OC(C)(C)C)=O)[CH2:6][CH2:5]1)[C:2]#[CH:3]. (3) Given the product [C:11]([C:10]1[CH:14]=[CH:15][C:16]([N:18]2[C:26]3[C:21](=[C:22]([C:27]4[CH:28]=[N:29][C:30]5[C:35]([CH:36]=4)=[CH:34][CH:33]=[CH:32][CH:31]=5)[CH:23]=[CH:24][CH:25]=3)[C:20]([CH3:37])=[N:19]2)=[CH:17][C:9]=1[NH:8][C@H:5]1[CH2:6][CH2:7][C@H:2]([O:1][C:47](=[O:48])[CH2:46][NH:45][C:43]([O:42][C:38]([CH3:40])([CH3:39])[CH3:41])=[O:44])[CH2:3][CH2:4]1)(=[O:12])[NH2:13], predict the reactants needed to synthesize it. The reactants are: [OH:1][C@H:2]1[CH2:7][CH2:6][C@H:5]([NH:8][C:9]2[CH:17]=[C:16]([N:18]3[C:26]4[C:21](=[C:22]([C:27]5[CH:28]=[N:29][C:30]6[C:35]([CH:36]=5)=[CH:34][CH:33]=[CH:32][CH:31]=6)[CH:23]=[CH:24][CH:25]=4)[C:20]([CH3:37])=[N:19]3)[CH:15]=[CH:14][C:10]=2[C:11]([NH2:13])=[O:12])[CH2:4][CH2:3]1.[C:38]([O:42][C:43]([NH:45][CH2:46][C:47](O)=[O:48])=[O:44])([CH3:41])([CH3:40])[CH3:39].C(N(CC)C(C)C)(C)C.F[B-](F)(F)F.C(OC(C(=NOC(N(C)C)=[N+](C)C)C#N)=O)C. (4) Given the product [ClH:18].[ClH:18].[NH2:11][C:8]1[CH:9]=[CH:10][C:5]([CH2:4][NH2:3])=[CH:6][C:7]=1[OH:14], predict the reactants needed to synthesize it. The reactants are: CO[N:3]=[CH:4][C:5]1[CH:10]=[CH:9][C:8]([N+:11]([O-])=O)=[C:7]([OH:14])[CH:6]=1.C(=O)=O.[ClH:18].[H][H].